From a dataset of Reaction yield outcomes from USPTO patents with 853,638 reactions. Predict the reaction yield, written as a fraction of the theoretical maximum amount of product (1.0 means a 100% yield; for example, 0.34 means a 34% yield). The reactants are [Br:1][C:2]1[CH:7]=[CH:6][C:5]([C:8]([NH2:11])([CH3:10])[CH3:9])=[CH:4][CH:3]=1.Cl.[O:13](C(OC(C)(C)C)=O)[C:14]([O:16][C:17]([CH3:20])([CH3:19])[CH3:18])=O. The catalyst is C(Cl)Cl. The product is [Br:1][C:2]1[CH:3]=[CH:4][C:5]([C:8]([NH:11][C:14](=[O:13])[O:16][C:17]([CH3:20])([CH3:19])[CH3:18])([CH3:9])[CH3:10])=[CH:6][CH:7]=1. The yield is 0.900.